Dataset: Peptide-MHC class I binding affinity with 185,985 pairs from IEDB/IMGT. Task: Regression. Given a peptide amino acid sequence and an MHC pseudo amino acid sequence, predict their binding affinity value. This is MHC class I binding data. (1) The peptide sequence is HLPELIWRS. The MHC is HLA-B08:01 with pseudo-sequence HLA-B08:01. The binding affinity (normalized) is 0.0847. (2) The peptide sequence is SGPSNTYPEI. The MHC is HLA-B15:01 with pseudo-sequence HLA-B15:01. The binding affinity (normalized) is 0.199. (3) The MHC is HLA-A29:02 with pseudo-sequence HLA-A29:02. The peptide sequence is FWSAIFFTT. The binding affinity (normalized) is 0.108. (4) The peptide sequence is ETIGLVRAL. The MHC is HLA-A02:06 with pseudo-sequence HLA-A02:06. The binding affinity (normalized) is 0.486. (5) The peptide sequence is STSPTRTWKV. The MHC is HLA-A02:02 with pseudo-sequence HLA-A02:02. The binding affinity (normalized) is 0.447. (6) The peptide sequence is AVDWYQQRI. The MHC is HLA-A68:02 with pseudo-sequence HLA-A68:02. The binding affinity (normalized) is 0.0847. (7) The peptide sequence is FQILHDRFF. The MHC is HLA-A31:01 with pseudo-sequence HLA-A31:01. The binding affinity (normalized) is 0.0847.